This data is from Catalyst prediction with 721,799 reactions and 888 catalyst types from USPTO. The task is: Predict which catalyst facilitates the given reaction. Reactant: [CH3:1][O:2][CH2:3][C@@:4]12[C@@H:21]3[C@H:12]([C@H:13]4[C@@:17]([CH2:19][CH2:20]3)([CH3:18])[C:16](=[CH2:22])[CH2:15][CH2:14]4)[CH2:11][CH2:10][C@H:9]1[CH2:8][C@H:7]([O:23][CH2:24][O:25][CH3:26])[CH2:6][CH2:5]2.B1C2CCCC1CCC2.[OH:36]O.[OH-].[Na+]. Product: [CH3:1][O:2][CH2:3][C@@:4]12[C@@H:21]3[C@H:12]([C@H:13]4[C@@:17]([CH2:19][CH2:20]3)([CH3:18])[C@@H:16]([CH2:22][OH:36])[CH2:15][CH2:14]4)[CH2:11][CH2:10][C@H:9]1[CH2:8][C@H:7]([O:23][CH2:24][O:25][CH3:26])[CH2:6][CH2:5]2. The catalyst class is: 20.